From a dataset of Full USPTO retrosynthesis dataset with 1.9M reactions from patents (1976-2016). Predict the reactants needed to synthesize the given product. (1) Given the product [CH2:1]([O:3][C:4]1[CH:13]=[C:12]2[C:7]([CH:8]=[CH:9][C:10]([C:14]3[N:18]4[CH:19]=[C:20]([C@H:23]([N:28]5[CH2:32][CH2:31][C@:30]([CH3:33])([NH2:34])[CH2:29]5)[C:24]([F:26])([F:25])[F:27])[CH:21]=[CH:22][C:17]4=[N:16][N:15]=3)=[N:11]2)=[CH:6][C:5]=1[F:42])[CH3:2], predict the reactants needed to synthesize it. The reactants are: [CH2:1]([O:3][C:4]1[CH:13]=[C:12]2[C:7]([CH:8]=[CH:9][C:10]([C:14]3[N:18]4[CH:19]=[C:20]([C@H:23]([N:28]5[CH2:32][CH2:31][C@@:30]([NH:34]C(=O)OC(C)(C)C)([CH3:33])[CH2:29]5)[C:24]([F:27])([F:26])[F:25])[CH:21]=[CH:22][C:17]4=[N:16][N:15]=3)=[N:11]2)=[CH:6][C:5]=1[F:42])[CH3:2].Cl.O1CCOCC1. (2) Given the product [F:18][C:12]1[CH:13]=[C:14]([I:17])[CH:15]=[CH:16][C:11]=1[NH:10][C:6]1[C:5]([N+:19]([O-:21])=[O:20])=[CH:4][CH:3]=[C:2]2[C:7]=1[CH:8]=[N:23][NH:24]2, predict the reactants needed to synthesize it. The reactants are: F[C:2]1[C:7]([CH:8]=O)=[C:6]([NH:10][C:11]2[CH:16]=[CH:15][C:14]([I:17])=[CH:13][C:12]=2[F:18])[C:5]([N+:19]([O-:21])=[O:20])=[CH:4][CH:3]=1.O.[NH2:23][NH2:24].